Dataset: Forward reaction prediction with 1.9M reactions from USPTO patents (1976-2016). Task: Predict the product of the given reaction. (1) Given the reactants FC(F)(F)C1C=C(NC(=O)NC2C=CC(C3SC(CCC(O)=O)=NC=3)=CC=2)C=CC=1.[Cl:31][C:32]1[CH:37]=[CH:36][CH:35]=[CH:34][C:33]=1[NH:38][C:39](=[O:64])[NH:40][C:41]1[CH:46]=[CH:45][C:44]([C:47]2[S:51][C:50]([CH:52]3[CH2:57][CH2:56][N:55]([CH2:58][C:59]([O:61]CC)=[O:60])[CH2:54][CH2:53]3)=[N:49][CH:48]=2)=[CH:43][CH:42]=1, predict the reaction product. The product is: [Cl:31][C:32]1[CH:37]=[CH:36][CH:35]=[CH:34][C:33]=1[NH:38][C:39](=[O:64])[NH:40][C:41]1[CH:42]=[CH:43][C:44]([C:47]2[S:51][C:50]([CH:52]3[CH2:53][CH2:54][N:55]([CH2:58][C:59]([OH:61])=[O:60])[CH2:56][CH2:57]3)=[N:49][CH:48]=2)=[CH:45][CH:46]=1. (2) The product is: [CH3:43][N:13]1[C:14]([C:15]([F:18])([F:17])[F:16])=[C:10]([CH2:9][C:6]2[CH:5]=[CH:4][C:3]([S:2][CH3:1])=[CH:8][CH:7]=2)[C:11]([O:19][C@@H:20]2[O:37][C@H:36]([CH2:38][O:39][C:40](=[O:42])[CH3:41])[C@@H:31]([O:32][C:33](=[O:35])[CH3:34])[C@H:26]([O:27][C:28](=[O:30])[CH3:29])[C@H:21]2[O:22][C:23](=[O:25])[CH3:24])=[N:12]1. Given the reactants [CH3:1][S:2][C:3]1[CH:8]=[CH:7][C:6]([CH2:9][C:10]2[C:11]([O:19][C@@H:20]3[O:37][C@H:36]([CH2:38][O:39][C:40](=[O:42])[CH3:41])[C@@H:31]([O:32][C:33](=[O:35])[CH3:34])[C@H:26]([O:27][C:28](=[O:30])[CH3:29])[C@H:21]3[O:22][C:23](=[O:25])[CH3:24])=[N:12][NH:13][C:14]=2[C:15]([F:18])([F:17])[F:16])=[CH:5][CH:4]=1.[C:43](=O)([O-])[O-].[K+].[K+].IC, predict the reaction product.